Dataset: Forward reaction prediction with 1.9M reactions from USPTO patents (1976-2016). Task: Predict the product of the given reaction. (1) Given the reactants N[CH2:2][CH2:3][O:4][C:5]1[CH:30]=[C:29]([S:31][CH3:32])[CH:28]=[CH:27][C:6]=1[C:7]([NH:9][C:10]1[CH:25]=[CH:24][C:23]([Cl:26])=[CH:22][C:11]=1[C:12]([NH:14][C:15]1[CH:20]=[CH:19][C:18]([Cl:21])=[CH:17][N:16]=1)=[O:13])=[O:8].C=O.[C:35]([BH3-])#[N:36].[Na+].Cl.[C:40](=O)([O-])[O-].[Na+].[Na+], predict the reaction product. The product is: [ClH:21].[Cl:26][C:23]1[CH:24]=[CH:25][C:10]([NH:9][C:7](=[O:8])[C:6]2[CH:27]=[CH:28][C:29]([S:31][CH3:32])=[CH:30][C:5]=2[O:4][CH2:3][CH2:2][N:36]([CH3:35])[CH3:40])=[C:11]([CH:22]=1)[C:12]([NH:14][C:15]1[CH:20]=[CH:19][C:18]([Cl:21])=[CH:17][N:16]=1)=[O:13]. (2) The product is: [OH:8][C:5]1[CH:4]=[CH:3][C:2]([NH:1][C:16]([C:13]2[C:12](=[O:19])[N:11]([C:20]3[CH:21]=[CH:22][CH:23]=[CH:24][CH:25]=3)[N:10]([CH3:9])[C:14]=2[CH3:15])=[O:17])=[N:7][CH:6]=1. Given the reactants [NH2:1][C:2]1[N:7]=[CH:6][C:5]([OH:8])=[CH:4][CH:3]=1.[CH3:9][N:10]1[C:14]([CH3:15])=[C:13]([C:16](O)=[O:17])[C:12](=[O:19])[N:11]1[C:20]1[CH:25]=[CH:24][CH:23]=[CH:22][CH:21]=1.CCN=C=NCCCN(C)C.C1C=NC2N(O)N=NC=2C=1, predict the reaction product. (3) Given the reactants [Cl:1][C:2]1[S:6][C:5]([C:7]2[N:8](C)[C:9](O)=[C:10]([C:12]3[CH:13]=[N:14][CH:15]=[CH:16][CH:17]=3)[N:11]=2)=[CH:4][CH:3]=1.S(Cl)([Cl:22])=O.[CH2:24](Cl)[Cl:25], predict the reaction product. The product is: [ClH:1].[ClH:22].[Cl:1][C:2]1[S:6][C:5]([C:7]2[NH:8][C:9]([CH2:24][Cl:25])=[C:10]([C:12]3[CH:13]=[N:14][CH:15]=[CH:16][CH:17]=3)[N:11]=2)=[CH:4][CH:3]=1. (4) Given the reactants [CH3:1][N:2]1[CH2:7][CH2:6][CH:5]([CH2:8][N:9]2[CH2:14][CH2:13][NH:12][CH2:11][CH2:10]2)[CH2:4][CH2:3]1.Br[CH2:16][C:17]#[N:18], predict the reaction product. The product is: [CH3:1][N:2]1[CH2:7][CH2:6][CH:5]([CH2:8][N:9]2[CH2:14][CH2:13][N:12]([CH2:16][C:17]#[N:18])[CH2:11][CH2:10]2)[CH2:4][CH2:3]1. (5) Given the reactants [OH:1][C:2]([C:4]([F:7])([F:6])[F:5])=[O:3].[CH3:8][N:9]([CH3:36])[CH2:10][CH2:11][N:12]([CH3:35])[C:13](=[O:34])[C:14]1[CH:19]=[CH:18][C:17]([NH:20][C:21]([NH:23][C:24]2[CH:25]=[CH:26][C:27]3[O:31][CH2:30][C:29](=[O:32])[C:28]=3[CH:33]=2)=[O:22])=[CH:16][CH:15]=1.[F:37][C:38]1[CH:39]=[C:40]([O:57][CH3:58])[CH:41]=[C:42]2[C:46]=1[NH:45][C:44]([C:47]1[C:48]([CH3:54])=[N:49][N:50]([CH3:53])[C:51]=1[CH3:52])=[C:43]2[CH:55]=O, predict the reaction product. The product is: [OH:3][C:2]([C:4]([F:7])([F:6])[F:5])=[O:1].[CH3:8][N:9]([CH3:36])[CH2:10][CH2:11][N:12]([CH3:35])[C:13](=[O:34])[C:14]1[CH:15]=[CH:16][C:17]([NH:20][C:21](=[O:22])[NH:23][C:24]2[CH:25]=[CH:26][C:27]3[O:31]/[C:30](=[CH:55]\[C:43]4[C:42]5[C:46](=[C:38]([F:37])[CH:39]=[C:40]([O:57][CH3:58])[CH:41]=5)[NH:45][C:44]=4[C:47]4[C:48]([CH3:54])=[N:49][N:50]([CH3:53])[C:51]=4[CH3:52])/[C:29](=[O:32])[C:28]=3[CH:33]=2)=[CH:18][CH:19]=1. (6) Given the reactants [C:1]([C:3]1[CH:25]=[CH:24][C:6]([O:7][C:8]2[CH:13]=[C:12]([O:14][C:15]3[CH:20]=[CH:19][C:18]([C:21]#[N:22])=[CH:17][CH:16]=3)[CH:11]=[CH:10][C:9]=2[NH2:23])=[CH:5][CH:4]=1)#[N:2].[CH:26]1[C:35]2[C:30](=[CH:31][CH:32]=[CH:33][CH:34]=2)[CH:29]=[CH:28][C:27]=1[S:36](Cl)(=[O:38])=[O:37].C(N(CC)C(C)C)(C)C, predict the reaction product. The product is: [C:1]([C:3]1[CH:25]=[CH:24][C:6]([O:7][C:8]2[CH:13]=[C:12]([O:14][C:15]3[CH:20]=[CH:19][C:18]([C:21]#[N:22])=[CH:17][CH:16]=3)[CH:11]=[CH:10][C:9]=2[NH:23][S:36]([C:27]2[CH:28]=[CH:29][C:30]3[C:35](=[CH:34][CH:33]=[CH:32][CH:31]=3)[CH:26]=2)(=[O:38])=[O:37])=[CH:5][CH:4]=1)#[N:2].